This data is from Microsomal clearance measurements from AstraZeneca. The task is: Regression/Classification. Given a drug SMILES string, predict its absorption, distribution, metabolism, or excretion properties. Task type varies by dataset: regression for continuous measurements (e.g., permeability, clearance, half-life) or binary classification for categorical outcomes (e.g., BBB penetration, CYP inhibition). For this dataset (clearance_microsome_az), we predict log10(clearance) (log10 of the in vitro intrinsic clearance, CLint, in uL/min per mg of human liver microsomal protein, equivalently mL/min/g; values are censored to the assay range of 3 to 150, which is 0.477 to 2.18 on this log10 scale). (1) The log10(clearance) is 1.90. The molecule is Cc1ccc2c(c1)C1(CCN(CCc3nc(-c4ccccc4)oc3C)CC1)OC(=O)N2. (2) The compound is O=C1CC2(CCCC2)CC(=O)N1CCCCN1CCN(c2ncccn2)CC1. The log10(clearance) is 2.06.